This data is from Reaction yield outcomes from USPTO patents with 853,638 reactions. The task is: Predict the reaction yield, written as a fraction of the theoretical maximum amount of product (1.0 means a 100% yield; for example, 0.34 means a 34% yield). The reactants are C(OC(=O)[NH:7][C:8]1[CH:13]=[CH:12][CH:11]=[CH:10][C:9]=1[NH:14][C:15](=[O:48])/[CH:16]=[CH:17]/[C:18]1[CH:23]=[CH:22][C:21]([C:24]([NH:39][CH2:40][CH2:41][N:42]2[CH2:47][CH2:46][O:45][CH2:44][CH2:43]2)([C:26](=[O:38])[NH:27][C:28]2[CH:33]=[CH:32][C:31]([C:34]([F:37])([F:36])[F:35])=[CH:30][CH:29]=2)[CH3:25])=[CH:20][CH:19]=1)(C)(C)C.Cl. The catalyst is CO. The product is [NH2:7][C:8]1[CH:13]=[CH:12][CH:11]=[CH:10][C:9]=1[NH:14][C:15](=[O:48])/[CH:16]=[CH:17]/[C:18]1[CH:23]=[CH:22][C:21]([C:24]([NH:39][CH2:40][CH2:41][N:42]2[CH2:47][CH2:46][O:45][CH2:44][CH2:43]2)([C:26](=[O:38])[NH:27][C:28]2[CH:33]=[CH:32][C:31]([C:34]([F:35])([F:36])[F:37])=[CH:30][CH:29]=2)[CH3:25])=[CH:20][CH:19]=1. The yield is 0.130.